From a dataset of Full USPTO retrosynthesis dataset with 1.9M reactions from patents (1976-2016). Predict the reactants needed to synthesize the given product. (1) Given the product [CH3:12][O:10][C:9](=[O:11])[CH2:8][C:4]1[CH:5]=[CH:6][CH:7]=[C:2]([Br:1])[CH:3]=1, predict the reactants needed to synthesize it. The reactants are: [Br:1][C:2]1[CH:3]=[C:4]([CH2:8][C:9]([OH:11])=[O:10])[CH:5]=[CH:6][CH:7]=1.[CH3:12][Si](C=[N+]=[N-])(C)C. (2) Given the product [CH2:1]([C@@H:8]1[CH2:12][O:11][C:10](=[O:13])[N:9]1[C:14](=[O:37])[C@@H:15]([CH2:35][CH3:36])[CH2:16][C:17]1[CH:18]=[CH:19][C:20]([O:33][CH3:34])=[C:21]([CH:32]=1)[C:22]([OH:24])=[O:23])[C:2]1[CH:3]=[CH:4][CH:5]=[CH:6][CH:7]=1, predict the reactants needed to synthesize it. The reactants are: [CH2:1]([C@@H:8]1[CH2:12][O:11][C:10](=[O:13])[N:9]1[C:14](=[O:37])[C@@H:15]([CH2:35][CH3:36])[CH2:16][C:17]1[CH:18]=[CH:19][C:20]([O:33][CH3:34])=[C:21]([CH:32]=1)[C:22]([O:24]CC1C=CC=CC=1)=[O:23])[C:2]1[CH:7]=[CH:6][CH:5]=[CH:4][CH:3]=1. (3) Given the product [Br:1][C:2]1[C:3]2[C:4](=[N:8][C:9]3[C:10]([C:11]=2[Cl:22])=[CH:14][CH:15]=[C:16]([O:18][CH3:19])[CH:17]=3)[CH:5]=[CH:6][CH:7]=1, predict the reactants needed to synthesize it. The reactants are: [Br:1][C:2]1[CH:3]=[C:4]([NH:8][C:9]2[CH:17]=[C:16]([O:18][CH3:19])[CH:15]=[CH:14][C:10]=2[C:11](O)=O)[CH:5]=[CH:6][CH:7]=1.P(Cl)(Cl)([Cl:22])=O. (4) Given the product [Cl:1][C:2]1[CH:7]=[C:6]([NH:10][C:11]2[CH:19]=[CH:18][CH:17]=[CH:16][C:12]=2[C:13]([OH:15])=[O:14])[C:5]([Cl:9])=[CH:4][N:3]=1, predict the reactants needed to synthesize it. The reactants are: [Cl:1][C:2]1[CH:7]=[C:6](I)[C:5]([Cl:9])=[CH:4][N:3]=1.[NH2:10][C:11]1[CH:19]=[CH:18][CH:17]=[CH:16][C:12]=1[C:13]([OH:15])=[O:14].C1(P(C2C=CC=CC=2)C2C=CC=CC=2OC2C=CC=CC=2P(C2C=CC=CC=2)C2C=CC=CC=2)C=CC=CC=1.[O-]P([O-])([O-])=O.[K+].[K+].[K+].